From a dataset of Reaction yield outcomes from USPTO patents with 853,638 reactions. Predict the reaction yield, written as a fraction of the theoretical maximum amount of product (1.0 means a 100% yield; for example, 0.34 means a 34% yield). (1) The yield is 0.261. The catalyst is C(#N)C.C(OCC)(=O)C. The reactants are [NH2:1][C:2]1[CH:9]=[CH:8][C:5]([C:6]#[N:7])=[CH:4][C:3]=1[CH3:10].[Br:11][C:12]1[CH:13]=[C:14]([CH:17]=[CH:18][CH:19]=1)[CH:15]=O.[CH2:20]=[C:21]([CH3:23])[CH3:22].FC(F)(F)S([O-])(=O)=O.[Yb+3].FC(F)(F)S([O-])(=O)=O.FC(F)(F)S([O-])(=O)=O. The product is [Br:11][C:12]1[CH:13]=[C:14]([CH:15]2[CH2:20][C:21]([CH3:23])([CH3:22])[C:9]3[C:2](=[C:3]([CH3:10])[CH:4]=[C:5]([C:6]#[N:7])[CH:8]=3)[NH:1]2)[CH:17]=[CH:18][CH:19]=1. (2) The reactants are [Na].[CH3:2][C:3]([CH3:8])([CH3:7])[C:4](=O)[CH3:5].[CH2:9]([O:11][C:12](=[O:18])[C:13](OCC)=O)[CH3:10].C(O)(=O)C.O.[NH2:24][NH2:25]. No catalyst specified. The product is [C:3]([C:4]1[CH:5]=[C:13]([C:12]([O:11][CH2:9][CH3:10])=[O:18])[NH:25][N:24]=1)([CH3:8])([CH3:7])[CH3:2]. The yield is 0.500. (3) The catalyst is CN(C)C=O.CN1CCCC1=O. The product is [CH3:22][NH:21][C:20]1[C:15]2[CH:14]=[CH:13][C:12]([C:3]3[C:4]([C:8]([F:11])([F:10])[F:9])=[CH:5][CH:6]=[CH:7][C:2]=3[N:25]3[CH2:30][CH2:29][CH2:28][CH2:27][CH2:26]3)=[N:24][C:16]=2[N:17]=[C:18]([NH2:23])[N:19]=1. The reactants are F[C:2]1[CH:7]=[CH:6][CH:5]=[C:4]([C:8]([F:11])([F:10])[F:9])[C:3]=1[C:12]1[CH:13]=[CH:14][C:15]2[C:20]([NH:21][CH3:22])=[N:19][C:18]([NH2:23])=[N:17][C:16]=2[N:24]=1.[NH:25]1[CH2:30][CH2:29][CH2:28][CH2:27][CH2:26]1.C(=O)([O-])[O-].[K+].[K+]. The yield is 0.410. (4) The reactants are [Cl:1][C:2]1[CH:7]=[C:6]([N+:8]([O-])=O)[CH:5]=[C:4]([Cl:11])[C:3]=1[S:12][C:13]1[S:14][C:15]2[CH:21]=[CH:20][C:19]([C:22]#[N:23])=[CH:18][C:16]=2[N:17]=1.O.O.[Sn](Cl)(Cl)(Cl)Cl. No catalyst specified. The product is [NH2:8][C:6]1[CH:7]=[C:2]([Cl:1])[C:3]([S:12][C:13]2[S:14][C:15]3[CH:21]=[CH:20][C:19]([C:22]#[N:23])=[CH:18][C:16]=3[N:17]=2)=[C:4]([Cl:11])[CH:5]=1. The yield is 0.800. (5) The reactants are [Br:1][C:2]1[CH:7]=[C:6]([O:8][CH3:9])[CH:5]=[C:4]([O:10]C)[CH:3]=1.C[S-].[Na+].Cl. The catalyst is CN1CCCC1=O. The product is [Br:1][C:2]1[CH:3]=[C:4]([OH:10])[CH:5]=[C:6]([O:8][CH3:9])[CH:7]=1. The yield is 0.860. (6) The reactants are [Cl-].O[NH3+:3].[C:4](=[O:7])([O-])[OH:5].[Na+].CS(C)=O.[CH2:13]([C:15]1[N:16]=[C:17]([CH2:42][CH2:43][CH3:44])[N:18]([CH2:27][C:28]2[CH:33]=[CH:32][C:31]([C:34]3[C:35]([C:40]#[N:41])=[CH:36][CH:37]=[CH:38][CH:39]=3)=[CH:30][CH:29]=2)[C:19](=[O:26])[C:20]=1[CH:21]([OH:25])[CH:22]([CH3:24])[CH3:23])[CH3:14]. The catalyst is C(OCC)(=O)C. The product is [CH2:13]([C:15]1[N:16]=[C:17]([CH2:42][CH2:43][CH3:44])[N:18]([CH2:27][C:28]2[CH:29]=[CH:30][C:31]([C:34]3[CH:39]=[CH:38][CH:37]=[CH:36][C:35]=3[C:40]3[NH:3][C:4](=[O:7])[O:5][N:41]=3)=[CH:32][CH:33]=2)[C:19](=[O:26])[C:20]=1[CH:21]([OH:25])[CH:22]([CH3:23])[CH3:24])[CH3:14]. The yield is 0.290. (7) The reactants are C(OC([N:8]1[CH2:13][CH2:12][CH:11]([CH2:14][NH:15][S:16]([C:19]2[C:20]([OH:38])=[C:21]([NH:26][C:27]([NH:29][C:30]3[CH:35]=[CH:34][CH:33]=[C:32]([Cl:36])[C:31]=3[Cl:37])=[O:28])[CH:22]=[CH:23][C:24]=2[Cl:25])(=[O:18])=[O:17])[CH2:10][CH2:9]1)=O)(C)(C)C.[F:39][C:40]([F:45])([F:44])[C:41]([OH:43])=[O:42]. No catalyst specified. The product is [F:39][C:40]([F:45])([F:44])[C:41]([OH:43])=[O:42].[Cl:25][C:24]1[CH:23]=[CH:22][C:21]([NH:26][C:27]([NH:29][C:30]2[CH:35]=[CH:34][CH:33]=[C:32]([Cl:36])[C:31]=2[Cl:37])=[O:28])=[C:20]([OH:38])[C:19]=1[S:16]([NH:15][CH2:14][CH:11]1[CH2:12][CH2:13][NH:8][CH2:9][CH2:10]1)(=[O:18])=[O:17]. The yield is 0.440.